Dataset: NCI-60 drug combinations with 297,098 pairs across 59 cell lines. Task: Regression. Given two drug SMILES strings and cell line genomic features, predict the synergy score measuring deviation from expected non-interaction effect. Drug 1: CCCS(=O)(=O)NC1=C(C(=C(C=C1)F)C(=O)C2=CNC3=C2C=C(C=N3)C4=CC=C(C=C4)Cl)F. Drug 2: COC1=CC(=CC(=C1O)OC)C2C3C(COC3=O)C(C4=CC5=C(C=C24)OCO5)OC6C(C(C7C(O6)COC(O7)C8=CC=CS8)O)O. Cell line: HOP-62. Synergy scores: CSS=35.3, Synergy_ZIP=0.577, Synergy_Bliss=3.08, Synergy_Loewe=-23.1, Synergy_HSA=2.43.